Task: Binary Classification. Given a drug SMILES string, predict its activity (active/inactive) in a high-throughput screening assay against a specified biological target.. Dataset: Tyrosyl-DNA phosphodiesterase HTS with 341,365 compounds (1) The compound is S(=O)(=O)(N1CCC(CC1)C(O)=O)/C=C\c1ccccc1. The result is 0 (inactive). (2) The molecule is S(=O)(=O)(Nc1cc(ccc1)C(=O)NCc1occc1)c1c(F)cccc1. The result is 0 (inactive). (3) The molecule is S(c1n(CCCc2ccccc2)c2c(n(c(=O)[nH]c2=O)C)n1)C(C)C(OC)=O. The result is 0 (inactive). (4) The molecule is S(=O)(=O)(N1CC(CCC1)C(=O)NCC1OCCC1)c1c(onc1C)C. The result is 0 (inactive).